This data is from Catalyst prediction with 721,799 reactions and 888 catalyst types from USPTO. The task is: Predict which catalyst facilitates the given reaction. (1) Reactant: [OH:1][CH:2]([C:28]1[CH:33]=[CH:32][C:31]([C:34]([O:36][CH3:37])=[O:35])=[CH:30][CH:29]=1)[CH:3]([CH2:14][C:15]1[CH:20]=[CH:19][CH:18]=[C:17]([O:21][C:22]([F:27])([F:26])[CH:23]([F:25])[F:24])[CH:16]=1)[C:4]([O:6]CC1C=CC=CC=1)=[O:5]. Product: [OH:1][CH:2]([C:28]1[CH:33]=[CH:32][C:31]([C:34]([O:36][CH3:37])=[O:35])=[CH:30][CH:29]=1)[CH:3]([CH2:14][C:15]1[CH:20]=[CH:19][CH:18]=[C:17]([O:21][C:22]([F:27])([F:26])[CH:23]([F:25])[F:24])[CH:16]=1)[C:4]([OH:6])=[O:5]. The catalyst class is: 29. (2) Reactant: [F:1][C:2]1[CH:10]=[CH:9][C:5]([C:6]([NH2:8])=[O:7])=[CH:4][CH:3]=1.Br[CH:12]([CH3:21])[C:13](=O)[CH2:14][C:15]([O:17][CH2:18][CH3:19])=[O:16]. Product: [F:1][C:2]1[CH:10]=[CH:9][C:5]([C:6]2[O:7][C:12]([CH3:21])=[C:13]([CH2:14][C:15]([O:17][CH2:18][CH3:19])=[O:16])[N:8]=2)=[CH:4][CH:3]=1. The catalyst class is: 11. (3) Reactant: [CH:1]([CH:3]1[C:15]2[CH:14]=[CH:13][CH:12]=[C:11]([C:16]([OH:18])=[O:17])[C:10]=2[C:9]2[C:4]1=[CH:5][C:6]([CH2:19][CH2:20][CH2:21][C:22]([OH:24])=[O:23])=[CH:7][CH:8]=2)=[O:2].[BH4-].[Na+].O. Product: [OH:2][CH2:1][CH:3]1[C:15]2[CH:14]=[CH:13][CH:12]=[C:11]([C:16]([OH:18])=[O:17])[C:10]=2[C:9]2[C:4]1=[CH:5][C:6]([CH2:19][CH2:20][CH2:21][C:22]([OH:24])=[O:23])=[CH:7][CH:8]=2. The catalyst class is: 5.